Dataset: Forward reaction prediction with 1.9M reactions from USPTO patents (1976-2016). Task: Predict the product of the given reaction. (1) The product is: [CH:71]1([CH2:70][N:63]2[C:64](=[O:65])[C:66]3[NH:69][C:37]([C:34]4[CH:33]=[CH:32][C:31]([CH2:30][O:29][CH2:28][CH2:27][O:26][CH2:25][CH2:24][O:23][CH2:22][CH2:21][O:20][CH2:19][CH2:18][O:17][CH2:16][CH2:15][O:14][CH2:13][CH2:12][O:11][CH2:10][CH2:9][O:8][CH2:7][CH2:6][O:5][CH2:4][CH2:3][O:2][CH3:1])=[CH:36][CH:35]=4)=[N:68][C:67]=3[N:60]([CH2:59][CH:53]3[CH2:58][CH2:57][CH2:56][CH2:55][CH2:54]3)[C:61]2=[O:62])[CH2:72][CH2:73][CH2:74][CH2:75][CH2:76]1. Given the reactants [CH3:1][O:2][CH2:3][CH2:4][O:5][CH2:6][CH2:7][O:8][CH2:9][CH2:10][O:11][CH2:12][CH2:13][O:14][CH2:15][CH2:16][O:17][CH2:18][CH2:19][O:20][CH2:21][CH2:22][O:23][CH2:24][CH2:25][O:26][CH2:27][CH2:28][O:29][CH2:30][C:31]1[CH:36]=[CH:35][C:34]([C:37](O)=O)=[CH:33][CH:32]=1.C(Cl)(=O)C(Cl)=O.C(N(CC)CC)C.[CH:53]1([CH2:59][N:60]2[C:67]([NH2:68])=[C:66]([NH2:69])[C:64](=[O:65])[N:63]([CH2:70][CH:71]3[CH2:76][CH2:75][CH2:74][CH2:73][CH2:72]3)[C:61]2=[O:62])[CH2:58][CH2:57][CH2:56][CH2:55][CH2:54]1, predict the reaction product. (2) Given the reactants Cl.[NH2:2][C:3]1[N:8]=[C:7](Cl)[C:6]([CH:10]=[N:11]O)=[C:5]([Cl:13])[N:4]=1.C(O)(=[O:16])C, predict the reaction product. The product is: [NH2:2][C:3]1[NH:8][C:7](=[O:16])[C:6]([C:10]#[N:11])=[C:5]([Cl:13])[N:4]=1. (3) Given the reactants [N+:1]([C:4]1[CH:9]=[CH:8][C:7]([SH:10])=[CH:6][CH:5]=1)([O-:3])=[O:2].C(=O)([O-])[O-].[K+].[K+].Br[CH2:18][CH2:19][CH2:20][C:21]([O:23][CH2:24][CH3:25])=[O:22], predict the reaction product. The product is: [N+:1]([C:4]1[CH:9]=[CH:8][C:7]([S:10][CH2:18][CH2:19][CH2:20][C:21]([O:23][CH2:24][CH3:25])=[O:22])=[CH:6][CH:5]=1)([O-:3])=[O:2]. (4) Given the reactants [Cl:1][C:2]1[CH:3]=[C:4]([C:8]2[CH2:12][C:11]([CH3:16])([C:13]([OH:15])=O)[O:10][N:9]=2)[CH:5]=[N:6][CH:7]=1.O[N:18]1[C:22]2[CH:23]=CC=C[C:21]=2N=N1.C(N)(C)C.C(N(C(C)C)CC)(C)C.Cl.CN(C)CCCN=C=NCC.OS(O)(=O)=O, predict the reaction product. The product is: [Cl:1][C:2]1[CH:3]=[C:4]([C:8]2[CH2:12][C:11]([CH3:16])([C:13]([NH:18][CH:22]([CH3:23])[CH3:21])=[O:15])[O:10][N:9]=2)[CH:5]=[N:6][CH:7]=1. (5) Given the reactants [CH3:1][O:2][C:3]1[CH:17]=[C:16]([N+:18]([O-])=O)[CH:15]=[CH:14][C:4]=1[O:5][CH2:6][CH2:7][N:8]1[CH2:13][CH2:12][O:11][CH2:10][CH2:9]1, predict the reaction product. The product is: [CH3:1][O:2][C:3]1[CH:17]=[C:16]([NH2:18])[CH:15]=[CH:14][C:4]=1[O:5][CH2:6][CH2:7][N:8]1[CH2:13][CH2:12][O:11][CH2:10][CH2:9]1. (6) Given the reactants [Cl:1][C:2]1[N:10]=[CH:9][CH:8]=[CH:7][C:3]=1[C:4](Cl)=[O:5].[F:11][C:12]1[CH:13]=[C:14]2[C:18](=[CH:19][CH:20]=1)[NH:17][CH2:16][CH2:15]2.C(N(CC)CC)C, predict the reaction product. The product is: [Cl:1][C:2]1[C:3]([C:4]([N:17]2[C:18]3[C:14](=[CH:13][C:12]([F:11])=[CH:20][CH:19]=3)[CH2:15][CH2:16]2)=[O:5])=[CH:7][CH:8]=[CH:9][N:10]=1.